From a dataset of Reaction yield outcomes from USPTO patents with 853,638 reactions. Predict the reaction yield, written as a fraction of the theoretical maximum amount of product (1.0 means a 100% yield; for example, 0.34 means a 34% yield). The reactants are [NH2:1][CH2:2][CH2:3][CH2:4][CH2:5][C:6]1[CH:18]=[CH:17][C:9]([O:10][CH2:11][C:12]([N:14]([CH3:16])[CH3:15])=[O:13])=[CH:8][CH:7]=1.I.[NH2:20][C:21]1[C:22]([C:29]([NH:31][C:32](=[NH:35])SC)=[O:30])=[N:23][C:24]([Cl:28])=[C:25]([NH2:27])[N:26]=1. The catalyst is C(O)C. The product is [NH2:20][C:21]1[C:22]([C:29]([N:31]=[C:32]([NH2:35])[NH:1][CH2:2][CH2:3][CH2:4][CH2:5][C:6]2[CH:18]=[CH:17][C:9]([O:10][CH2:11][C:12]([N:14]([CH3:15])[CH3:16])=[O:13])=[CH:8][CH:7]=2)=[O:30])=[N:23][C:24]([Cl:28])=[C:25]([NH2:27])[N:26]=1. The yield is 0.280.